This data is from Full USPTO retrosynthesis dataset with 1.9M reactions from patents (1976-2016). The task is: Predict the reactants needed to synthesize the given product. (1) Given the product [CH:7]1([CH3:24])[CH2:12][CH2:11][CH:10]([CH:13]([CH3:14])[CH3:15])[CH:9]([O:16][CH2:17][CH2:19][O:3][CH2:2][CH2:1][OH:4])[CH2:8]1, predict the reactants needed to synthesize it. The reactants are: [CH2:1]([OH:4])[CH2:2][OH:3].[H-].[Na+].[CH:7]1([CH3:24])[CH2:12][CH2:11][CH:10]([CH:13]([CH3:15])[CH3:14])[CH:9]([O:16][CH:17]([CH2:19]S([O-])(=O)=O)C)[CH2:8]1.C(OC(C)C)(C)C. (2) Given the product [CH3:13][C:14]([CH3:18])([CH3:17])[CH2:15][N:1]1[C:5](=[O:7])[CH2:4][CH2:3][C@H:2]1[C:8]([OH:10])=[O:9], predict the reactants needed to synthesize it. The reactants are: [NH2:1][C@H:2]([C:8]([OH:10])=[O:9])[CH2:3][CH2:4][C:5]([OH:7])=O.[OH-].[Na+].[CH3:13][C:14]([CH3:18])([CH3:17])[CH:15]=O.[BH4-].[Na+]. (3) The reactants are: [CH3:1][N:2]([CH3:14])/[CH:3]=[N:4]/[C:5]1[N:10]=[C:9]2[CH:11]=[CH:12][NH:13][C:8]2=[CH:7][CH:6]=1.[CH3:15]N(C)C=O.[H-].[Na+].IC. Given the product [CH3:1][N:2]([CH3:14])/[CH:3]=[N:4]/[C:5]1[N:10]=[C:9]2[CH:11]=[CH:12][N:13]([CH3:15])[C:8]2=[CH:7][CH:6]=1, predict the reactants needed to synthesize it. (4) Given the product [C:11]([O:10][C:6](=[O:5])[C:17]1[C:16]([F:15])=[CH:24][C:23]([O:25][CH3:26])=[CH:22][C:21]=1[F:27])([CH3:12])([CH3:13])[CH3:14], predict the reactants needed to synthesize it. The reactants are: C([O:5][CH:6]([O:10][C:11]([CH3:14])([CH3:13])[CH3:12])N(C)C)(C)(C)C.[F:15][C:16]1[CH:24]=[C:23]([O:25][CH3:26])[CH:22]=[C:21]([F:27])[C:17]=1C(O)=O.C(OCC)(=O)C. (5) Given the product [ClH:22].[CH3:1][O:2][C:3](=[O:23])[CH2:4][C:5]1[CH:10]=[CH:9][C:8]([S:11][CH2:12][CH2:13][NH2:14])=[C:7]([Cl:22])[CH:6]=1, predict the reactants needed to synthesize it. The reactants are: [CH3:1][O:2][C:3](=[O:23])[CH2:4][C:5]1[CH:10]=[CH:9][C:8]([S:11][CH2:12][CH2:13][NH:14]C(OC(C)(C)C)=O)=[C:7]([Cl:22])[CH:6]=1.CC1CCCCC1.C(=O)([O-])[O-].[Na+].[Na+]. (6) Given the product [CH3:1][NH:2][C:3]1[CH:4]=[CH:5][C:6]2[N:7]([C:19](=[O:21])[CH3:20])[C:8]3[C:13]([S:14][C:15]=2[CH:16]=1)=[CH:12][C:11]([NH:17][CH3:18])=[CH:10][CH:9]=3, predict the reactants needed to synthesize it. The reactants are: [CH3:1][NH:2][C:3]1[CH:4]=[CH:5][C:6]2[NH:7][C:8]3[C:13]([S:14][C:15]=2[CH:16]=1)=[CH:12][C:11]([NH:17][CH3:18])=[CH:10][CH:9]=3.[C:19](OC(=O)C)(=[O:21])[CH3:20]. (7) Given the product [Cl:1][C:2]1[CH:7]=[CH:6][C:5]([C:8]2[N:9]([C:18]3[CH:23]=[CH:22][C:21]([S:24]([CH3:27])(=[O:25])=[O:26])=[CH:20][CH:19]=3)[CH:10]=[C:11]([C:13]([F:16])([F:14])[F:15])[N:12]=2)=[CH:4][CH:3]=1, predict the reactants needed to synthesize it. The reactants are: [Cl:1][C:2]1[CH:7]=[CH:6][C:5]([C:8]2[N:9]([C:18]3[CH:23]=[CH:22][C:21]([S:24]([CH3:27])(=[O:26])=[O:25])=[CH:20][CH:19]=3)[CH2:10][C:11](O)([C:13]([F:16])([F:15])[F:14])[N:12]=2)=[CH:4][CH:3]=1.O.C1(C)C=CC(S(O)(=O)=O)=CC=1.